From a dataset of Reaction yield outcomes from USPTO patents with 853,638 reactions. Predict the reaction yield, written as a fraction of the theoretical maximum amount of product (1.0 means a 100% yield; for example, 0.34 means a 34% yield). (1) The reactants are [Cl:1][C:2]1[C:3]([CH2:18]C)=[C:4]([NH:10][C@H:11]([C@@H:15]([OH:17])[CH3:16])[C:12]([OH:14])=O)[CH:5]=[CH:6][C:7]=1[C:8]#[N:9].[Cl:20][C:21]1[CH:22]=[C:23]([CH:28]=[CH:29][CH:30]=1)[C:24]([NH:26][NH2:27])=[O:25].O.ON1C2C=CC=CC=2N=N1.Cl.CN(C)CCCN=C=NCC.C(N(CC)CC)C.C(O)(=O)CC(CC(O)=O)(C(O)=O)O. The catalyst is CCOC(C)=O.O.C1COCC1. The product is [Cl:20][C:21]1[CH:22]=[C:23]([CH:28]=[CH:29][CH:30]=1)[C:24]([NH:26][NH:27][C:12](=[O:14])[C@H:11]([NH:10][C:4]1[CH:5]=[CH:6][C:7]([C:8]#[N:9])=[C:2]([Cl:1])[C:3]=1[CH3:18])[C@@H:15]([OH:17])[CH3:16])=[O:25]. The yield is 0.680. (2) The reactants are [F:1][C:2]1[CH:10]=[C:9]2[C:5]([C:6]([C:20]3[CH:21]=[N:22][N:23]([CH:25]4[CH2:30][CH2:29][CH:28]([C:31]([O-:33])=[O:32])[CH2:27][CH2:26]4)[CH:24]=3)=[CH:7][N:8]2S(C2C=CC=CC=2)(=O)=O)=[CH:4][CH:3]=1.CS(OC1CC(C(OCC2C=CC=CC=2)=O)C1)(=O)=O.[OH-].[Na+]. The yield is 0.820. The product is [F:1][C:2]1[CH:10]=[C:9]2[C:5]([C:6]([C:20]3[CH:21]=[N:22][N:23]([CH:25]4[CH2:26][CH2:27][CH:28]([C:31]([OH:33])=[O:32])[CH2:29][CH2:30]4)[CH:24]=3)=[CH:7][NH:8]2)=[CH:4][CH:3]=1. The catalyst is CO. (3) The reactants are [F:1][C:2]([F:11])([F:10])[C:3]1[CH:9]=[CH:8][CH:7]=[CH:6][C:4]=1[NH2:5].[N:12]([O-])=O.[Na+].C([O-])(=O)C.[Na+].[C:21]([CH2:24][C:25](=[O:27])[CH3:26])(=[O:23])[CH3:22]. The catalyst is O.Cl.C(O)C. The product is [F:1][C:2]([F:10])([F:11])[C:3]1[CH:9]=[CH:8][CH:7]=[CH:6][C:4]=1[NH:5][N:12]=[C:24]([C:25](=[O:27])[CH3:26])[C:21](=[O:23])[CH3:22]. The yield is 0.330. (4) The reactants are Cl[C:2]1[N:3]=[CH:4][C:5]2[C:9]([NH:11][C:12]3[CH:16]=[C:15]([CH3:17])[NH:14][N:13]=3)([N:10]=1)[N:8]=[CH:7][N:6]=2.[CH3:18][CH:19]1[CH2:24][CH2:23][NH:22][CH2:21][CH2:20]1.C(=O)([O-])[O-].[K+].[K+]. The yield is 0.900. The product is [CH3:18][CH:19]1[CH2:24][CH2:23][N:22]([C:2]2[N:3]=[CH:4][C:5]3[C:9]([NH:11][C:12]4[NH:13][N:14]=[C:15]([CH3:17])[CH:16]=4)([N:10]=2)[N:8]=[CH:7][N:6]=3)[CH2:21][CH2:20]1. No catalyst specified.